Dataset: NCI-60 drug combinations with 297,098 pairs across 59 cell lines. Task: Regression. Given two drug SMILES strings and cell line genomic features, predict the synergy score measuring deviation from expected non-interaction effect. (1) Drug 1: C1=C(C(=O)NC(=O)N1)F. Drug 2: CCCCCOC(=O)NC1=NC(=O)N(C=C1F)C2C(C(C(O2)C)O)O. Cell line: A549. Synergy scores: CSS=53.9, Synergy_ZIP=3.81, Synergy_Bliss=2.36, Synergy_Loewe=-14.1, Synergy_HSA=1.86. (2) Drug 1: COC1=CC(=CC(=C1O)OC)C2C3C(COC3=O)C(C4=CC5=C(C=C24)OCO5)OC6C(C(C7C(O6)COC(O7)C8=CC=CS8)O)O. Drug 2: CCC(=C(C1=CC=CC=C1)C2=CC=C(C=C2)OCCN(C)C)C3=CC=CC=C3.C(C(=O)O)C(CC(=O)O)(C(=O)O)O. Cell line: IGROV1. Synergy scores: CSS=36.1, Synergy_ZIP=-6.36, Synergy_Bliss=0.835, Synergy_Loewe=-9.13, Synergy_HSA=2.64.